Dataset: Catalyst prediction with 721,799 reactions and 888 catalyst types from USPTO. Task: Predict which catalyst facilitates the given reaction. Reactant: [NH2:1][C:2]1[CH:7]=[CH:6][C:5]([CH:8]2[C:17]([CH3:19])([CH3:18])[CH2:16][C:15]3[C:10](=[CH:11][CH:12]=[C:13]([C:20]([O:22][CH3:23])=[O:21])[CH:14]=3)[NH:9]2)=[CH:4][CH:3]=1.C(N(CC)C(C)C)(C)C.[N:33]1[CH:38]=[CH:37][CH:36]=[CH:35][C:34]=1[C:39](Cl)=[O:40]. Product: [CH3:19][C:17]1([CH3:18])[CH2:16][C:15]2[C:10](=[CH:11][CH:12]=[C:13]([C:20]([O:22][CH3:23])=[O:21])[CH:14]=2)[NH:9][CH:8]1[C:5]1[CH:4]=[CH:3][C:2]([NH:1][C:39](=[O:40])[C:34]2[CH:35]=[CH:36][CH:37]=[CH:38][N:33]=2)=[CH:7][CH:6]=1. The catalyst class is: 4.